This data is from Catalyst prediction with 721,799 reactions and 888 catalyst types from USPTO. The task is: Predict which catalyst facilitates the given reaction. (1) Reactant: [F:1][C:2]1[CH:24]=[CH:23][C:5]([CH2:6][N:7]2[CH2:11][CH2:10][N:9]([C:12]3[CH:13]=[C:14]([CH:19]=[CH:20][N:21]=3)[C:15]([O:17]C)=[O:16])[C:8]2=[O:22])=[CH:4][CH:3]=1.O.[OH-].[Li+]. Product: [F:1][C:2]1[CH:3]=[CH:4][C:5]([CH2:6][N:7]2[CH2:11][CH2:10][N:9]([C:12]3[CH:13]=[C:14]([CH:19]=[CH:20][N:21]=3)[C:15]([OH:17])=[O:16])[C:8]2=[O:22])=[CH:23][CH:24]=1. The catalyst class is: 30. (2) Reactant: Cl.[F:2][C:3]1([F:47])[CH:9]([NH:10]C(=O)C(F)(F)F)[CH2:8][CH2:7][N:6]([C:17]2[N:21]([CH3:22])[N:20]=[CH:19][C:18]=2[NH:23][C:24]([C:26]2[N:27]=[C:28]([C:39]3[C:44]([F:45])=[CH:43][CH:42]=[CH:41][C:40]=3[F:46])[S:29][C:30]=2[NH:31]C(=O)OC(C)(C)C)=[O:25])[CH2:5][CH2:4]1.C([O-])([O-])=O.[K+].[K+]. Product: [NH2:31][C:30]1[S:29][C:28]([C:39]2[C:40]([F:46])=[CH:41][CH:42]=[CH:43][C:44]=2[F:45])=[N:27][C:26]=1[C:24]([NH:23][C:18]1[CH:19]=[N:20][N:21]([CH3:22])[C:17]=1[N:6]1[CH2:7][CH2:8][CH:9]([NH2:10])[C:3]([F:2])([F:47])[CH2:4][CH2:5]1)=[O:25]. The catalyst class is: 169. (3) Reactant: Br[CH:2]1[CH2:7][CH2:6][C:5](=[O:8])[NH:4][C:3]1=[O:9].[NH2:10][CH2:11][C:12]1[CH:17]=[CH:16][CH:15]=[CH:14][C:13]=1[NH2:18].C(N(CC)CC)C. Product: [NH2:18][C:13]1[CH:14]=[CH:15][CH:16]=[CH:17][C:12]=1[CH2:11][NH:10][CH:2]1[CH2:7][CH2:6][C:5](=[O:8])[NH:4][C:3]1=[O:9]. The catalyst class is: 7. (4) Reactant: [CH3:1][O:2][C:3]1[CH:4]=[C:5]2[C:10](=[CH:11][C:12]=1[O:13][CH3:14])[N:9]=[CH:8][CH:7]=[C:6]2[O:15][C:16]1[CH:22]=[CH:21][C:19]([NH2:20])=[CH:18][CH:17]=1.Cl[C:24](Cl)([O:26][C:27](=[O:33])OC(Cl)(Cl)Cl)Cl.[CH3:35][C:36]1[CH:37]=[C:38](CO)[CH:39]=[CH:40][CH:41]=1.C(=O)(O)[O-].[Na+]. Product: [CH3:1][O:2][C:3]1[CH:4]=[C:5]2[C:10](=[CH:11][C:12]=1[O:13][CH3:14])[N:9]=[CH:8][CH:7]=[C:6]2[O:15][C:16]1[CH:22]=[CH:21][C:19]([NH:20][C:27](=[O:33])[O:26][CH2:24][C:40]2[CH:39]=[CH:38][CH:37]=[C:36]([CH3:35])[CH:41]=2)=[CH:18][CH:17]=1. The catalyst class is: 208.